This data is from NCI-60 drug combinations with 297,098 pairs across 59 cell lines. The task is: Regression. Given two drug SMILES strings and cell line genomic features, predict the synergy score measuring deviation from expected non-interaction effect. (1) Drug 1: CC(C)NC(=O)C1=CC=C(C=C1)CNNC.Cl. Drug 2: C1C(C(OC1N2C=NC(=NC2=O)N)CO)O. Cell line: SNB-75. Synergy scores: CSS=0.507, Synergy_ZIP=2.45, Synergy_Bliss=3.57, Synergy_Loewe=0.567, Synergy_HSA=0.754. (2) Drug 1: CC1=C2C(C(=O)C3(C(CC4C(C3C(C(C2(C)C)(CC1OC(=O)C(C(C5=CC=CC=C5)NC(=O)OC(C)(C)C)O)O)OC(=O)C6=CC=CC=C6)(CO4)OC(=O)C)O)C)O. Drug 2: CC=C1C(=O)NC(C(=O)OC2CC(=O)NC(C(=O)NC(CSSCCC=C2)C(=O)N1)C(C)C)C(C)C. Cell line: MOLT-4. Synergy scores: CSS=70.0, Synergy_ZIP=-2.24, Synergy_Bliss=-2.07, Synergy_Loewe=-26.8, Synergy_HSA=0.427. (3) Drug 1: CC12CCC(CC1=CCC3C2CCC4(C3CC=C4C5=CN=CC=C5)C)O. Drug 2: C1=CC=C(C=C1)NC(=O)CCCCCCC(=O)NO. Cell line: SK-MEL-2. Synergy scores: CSS=9.41, Synergy_ZIP=-6.55, Synergy_Bliss=-0.0263, Synergy_Loewe=-19.5, Synergy_HSA=-1.63. (4) Drug 1: CC(CN1CC(=O)NC(=O)C1)N2CC(=O)NC(=O)C2. Drug 2: CC1=C(C(=O)C2=C(C1=O)N3CC4C(C3(C2COC(=O)N)OC)N4)N. Cell line: HCT116. Synergy scores: CSS=53.6, Synergy_ZIP=-2.29, Synergy_Bliss=-2.57, Synergy_Loewe=-0.262, Synergy_HSA=5.22. (5) Drug 1: COC1=NC(=NC2=C1N=CN2C3C(C(C(O3)CO)O)O)N. Drug 2: CCCCC(=O)OCC(=O)C1(CC(C2=C(C1)C(=C3C(=C2O)C(=O)C4=C(C3=O)C=CC=C4OC)O)OC5CC(C(C(O5)C)O)NC(=O)C(F)(F)F)O. Cell line: UACC62. Synergy scores: CSS=74.4, Synergy_ZIP=5.07, Synergy_Bliss=3.50, Synergy_Loewe=-7.00, Synergy_HSA=6.89. (6) Drug 1: CC1OCC2C(O1)C(C(C(O2)OC3C4COC(=O)C4C(C5=CC6=C(C=C35)OCO6)C7=CC(=C(C(=C7)OC)O)OC)O)O. Drug 2: CC1=C(C(CCC1)(C)C)C=CC(=CC=CC(=CC(=O)O)C)C. Cell line: UACC62. Synergy scores: CSS=32.9, Synergy_ZIP=-9.46, Synergy_Bliss=-1.70, Synergy_Loewe=2.19, Synergy_HSA=3.25. (7) Drug 1: CC12CCC(CC1=CCC3C2CCC4(C3CC=C4C5=CN=CC=C5)C)O. Drug 2: C1=CC(=CC=C1CC(C(=O)O)N)N(CCCl)CCCl.Cl. Cell line: ACHN. Synergy scores: CSS=21.2, Synergy_ZIP=3.64, Synergy_Bliss=0.657, Synergy_Loewe=-12.2, Synergy_HSA=0.145.